This data is from Catalyst prediction with 721,799 reactions and 888 catalyst types from USPTO. The task is: Predict which catalyst facilitates the given reaction. (1) Reactant: [CH2:1]([O:8][C:9]1[CH:10]=[CH:11][C:12]([CH:20]2[CH2:22][O:21]2)=[C:13]2[C:18]=1[NH:17][C:16](=[O:19])[CH:15]=[CH:14]2)[C:2]1[CH:7]=[CH:6][CH:5]=[CH:4][CH:3]=1.[CH3:23][O:24][C:25]1[CH:35]=[CH:34][C:28]([CH2:29][C:30]2([NH2:33])[CH2:32][CH2:31]2)=[CH:27][CH:26]=1. Product: [CH2:1]([O:8][C:9]1[CH:10]=[CH:11][C:12]([CH:20]([OH:21])[CH2:22][NH:33][C:30]2([CH2:29][C:28]3[CH:34]=[CH:35][C:25]([O:24][CH3:23])=[CH:26][CH:27]=3)[CH2:32][CH2:31]2)=[C:13]2[C:18]=1[NH:17][C:16](=[O:19])[CH:15]=[CH:14]2)[C:2]1[CH:3]=[CH:4][CH:5]=[CH:6][CH:7]=1. The catalyst class is: 51. (2) Reactant: Br[C:2]1[CH:3]=[CH:4][C:5]([C:8]#[N:9])=[N:6][CH:7]=1.[CH3:10][S:11]([O-:13])=[O:12].[Na+].CS(C)=O. Product: [CH3:10][S:11]([C:2]1[CH:3]=[CH:4][C:5]([C:8]#[N:9])=[N:6][CH:7]=1)(=[O:13])=[O:12]. The catalyst class is: 6. (3) Reactant: [OH:1][C:2]1[CH:10]=[CH:9][C:5]([C:6]([OH:8])=[O:7])=[CH:4][CH:3]=1. Product: [OH2:1].[OH:1][C:2]1[CH:10]=[CH:9][C:5]([C:6]([OH:8])=[O:7])=[CH:4][CH:3]=1. The catalyst class is: 5. (4) Reactant: [CH2:1]([O:8][C:9]1[C:18]([CH:19]([CH:21]2[CH2:23][CH2:22]2)O)=[C:17]2[C:12]([C:13](=[O:35])[C:14]([CH3:34])=[C:15]([CH:24]3[CH2:29][CH2:28][N:27]([C:30](=[O:33])[CH2:31][CH3:32])[CH2:26][CH2:25]3)[O:16]2)=[CH:11][CH:10]=1)[C:2]1[CH:7]=[CH:6][CH:5]=[CH:4][CH:3]=1.C([SiH](CC)CC)C.FC(F)(F)C(O)=O.C(=O)(O)[O-].[Na+]. Product: [CH2:1]([O:8][C:9]1[C:18]([CH2:19][CH:21]2[CH2:23][CH2:22]2)=[C:17]2[C:12]([C:13](=[O:35])[C:14]([CH3:34])=[C:15]([CH:24]3[CH2:29][CH2:28][N:27]([C:30](=[O:33])[CH2:31][CH3:32])[CH2:26][CH2:25]3)[O:16]2)=[CH:11][CH:10]=1)[C:2]1[CH:3]=[CH:4][CH:5]=[CH:6][CH:7]=1. The catalyst class is: 4. (5) Reactant: C([N:8]([CH2:26][CH2:27][C:28]1[N:33]=[CH:32][CH:31]=[CH:30][N:29]=1)[CH2:9][CH2:10][CH:11]([C:19]1[CH:24]=[CH:23][C:22]([F:25])=[CH:21][CH:20]=1)[C:12]1[CH:17]=[CH:16][C:15]([F:18])=[CH:14][CH:13]=1)C1C=CC=CC=1.C([O-])=O.[NH4+].CO. Product: [F:18][C:15]1[CH:16]=[CH:17][C:12]([CH:11]([C:19]2[CH:20]=[CH:21][C:22]([F:25])=[CH:23][CH:24]=2)[CH2:10][CH2:9][NH:8][CH2:26][CH2:27][C:28]2[N:29]=[CH:30][CH:31]=[CH:32][N:33]=2)=[CH:13][CH:14]=1. The catalyst class is: 707.